Dataset: Reaction yield outcomes from USPTO patents with 853,638 reactions. Task: Predict the reaction yield, written as a fraction of the theoretical maximum amount of product (1.0 means a 100% yield; for example, 0.34 means a 34% yield). (1) The reactants are [OH:1][C:2]1[CH:3]=[C:4]2[C:9](=[CH:10][CH:11]=1)[C:8](=[O:12])[CH2:7][CH2:6][CH2:5]2.Br[CH2:14][CH:15]1[CH2:17][CH2:16]1.C([O-])([O-])=O.[K+].[K+]. The catalyst is C(#N)C.CCOC(C)=O. The product is [CH:15]1([CH2:14][O:1][C:2]2[CH:3]=[C:4]3[C:9](=[CH:10][CH:11]=2)[C:8](=[O:12])[CH2:7][CH2:6][CH2:5]3)[CH2:17][CH2:16]1. The yield is 0.870. (2) The reactants are [CH3:1][O:2][C:3]1[CH:8]=[CH:7][CH:6]=[CH:5][C:4]=1[CH:9]1[CH2:14][CH2:13][C:12](=O)[CH:11]=[C:10]1[C:16]1[CH:21]=[CH:20][CH:19]=[CH:18][CH:17]=1.N1C=CC=CC=1.Cl.[NH2:29][OH:30]. The catalyst is CCO.O. The product is [CH3:1][O:2][C:3]1[CH:8]=[CH:7][CH:6]=[CH:5][C:4]=1[CH:9]1[CH2:14][CH2:13][C:12](=[N:29][OH:30])[CH:11]=[C:10]1[C:16]1[CH:21]=[CH:20][CH:19]=[CH:18][CH:17]=1. The yield is 0.850. (3) The reactants are [NH:1]1[CH:5]=[CH:4][C:3]([N:6]2[C:14](=[O:15])[C:13]3[C:8](=[CH:9][CH:10]=[CH:11][CH:12]=3)[C:7]2=[O:16])=[N:2]1.[H-].[Na+].Br[CH2:20][C:21]1[CH:26]=[CH:25][CH:24]=[C:23]([CH3:27])[C:22]=1[F:28]. The catalyst is CN(C=O)C. The product is [F:28][C:22]1[C:23]([CH3:27])=[CH:24][CH:25]=[CH:26][C:21]=1[CH2:20][N:1]1[CH:5]=[CH:4][C:3]([N:6]2[C:14](=[O:15])[C:13]3[C:8](=[CH:9][CH:10]=[CH:11][CH:12]=3)[C:7]2=[O:16])=[N:2]1. The yield is 0.310. (4) The reactants are I[CH3:2].[CH3:3][C:4]1[CH:5]=[C:6]([C:10]2[NH:14][N:13]=[N:12][N:11]=2)[CH:7]=[CH:8][CH:9]=1.[OH-].[Na+]. The catalyst is CC(C)=O.O. The product is [CH3:2][N:13]1[N:12]=[N:11][C:10]([C:6]2[CH:7]=[CH:8][CH:9]=[C:4]([CH3:3])[CH:5]=2)=[N:14]1. The yield is 0.576. (5) The reactants are [C:1]([O:10][CH3:11])(=[O:9])[C:2]1[C:3](=[CH:5][CH:6]=[CH:7][CH:8]=1)[NH2:4].N1C=CC=CC=1.[CH3:18][S:19](Cl)(=[O:21])=[O:20]. The catalyst is C(OCC)(=O)C. The product is [CH3:18][S:19]([NH:4][C:3]1[CH:5]=[CH:6][CH:7]=[CH:8][C:2]=1[C:1]([O:10][CH3:11])=[O:9])(=[O:21])=[O:20]. The yield is 0.880. (6) The reactants are [Br:1][C:2]1[CH:3]=[N:4][C:5]2[N:6]([N:8]=[C:9]([CH3:13])[C:10]=2[CH:11]=O)[CH:7]=1.Cl.[NH2:15][CH2:16][CH:17]([CH2:24][CH2:25][CH3:26])[CH2:18][C:19](OCC)=[O:20].C(N(CC)CC)C.[BH4-].[Na+]. The catalyst is CO.O. The product is [Br:1][C:2]1[CH:3]=[N:4][C:5]2[N:6]([N:8]=[C:9]([CH3:13])[C:10]=2[CH2:11][N:15]2[CH2:16][CH:17]([CH2:24][CH2:25][CH3:26])[CH2:18][C:19]2=[O:20])[CH:7]=1. The yield is 0.450.